From a dataset of Full USPTO retrosynthesis dataset with 1.9M reactions from patents (1976-2016). Predict the reactants needed to synthesize the given product. (1) The reactants are: Br[C:2]1[N:11]=[CH:10][CH:9]=[CH:8][C:3]=1[C:4]([O:6][CH3:7])=[O:5].[C:12]1(B(O)O)[CH:17]=[CH:16][CH:15]=[CH:14][CH:13]=1.C([O-])([O-])=O.[Na+].[Na+]. Given the product [C:12]1([C:2]2[N:11]=[CH:10][CH:9]=[CH:8][C:3]=2[C:4]([O:6][CH3:7])=[O:5])[CH:17]=[CH:16][CH:15]=[CH:14][CH:13]=1, predict the reactants needed to synthesize it. (2) Given the product [C:1]([C:4]1[CH:33]=[CH:32][C:7]2[NH:8][C:9]([C:11]3[CH:12]=[C:13]([CH:26]([CH2:30][CH2:29][OH:28])[C:27]([OH:37])=[O:31])[CH:14]=[C:15]([C:18]4[CH:23]=[C:22]([F:24])[CH:21]=[CH:20][C:19]=4[OH:34])[C:16]=3[OH:17])=[N:10][C:6]=2[CH:5]=1)(=[NH:3])[NH2:2], predict the reactants needed to synthesize it. The reactants are: [C:1]([C:4]1[CH:33]=[CH:32][C:7]2[NH:8][C:9]([C:11]3[CH:12]=[C:13]([CH:26]4[CH2:30][CH2:29][O:28][C:27]4=[O:31])[C:14](O)=[C:15]([C:18]4[CH:23]=[C:22]([F:24])[CH:21]=[CH:20][CH:19]=4)[C:16]=3[OH:17])=[N:10][C:6]=2[CH:5]=1)(=[NH:3])[NH2:2].[OH-:34].[Na+].C[OH:37]. (3) The reactants are: C[O:2][C:3]([C:5]1[S:30][C:8]2[N:9]=[CH:10][N:11]=[C:12]([NH:13][C:14]3[CH:19]=[CH:18][C:17]([F:20])=[CH:16][C:15]=3[O:21][C@@H:22]3[CH2:27][CH2:26][CH2:25][CH2:24][C@H:23]3[O:28][CH3:29])[C:7]=2[C:6]=1[CH3:31])=[O:4].[OH-].[Na+].C1COCC1.Cl. Given the product [F:20][C:17]1[CH:18]=[CH:19][C:14]([NH:13][C:12]2[C:7]3[C:6]([CH3:31])=[C:5]([C:3]([OH:4])=[O:2])[S:30][C:8]=3[N:9]=[CH:10][N:11]=2)=[C:15]([O:21][C@@H:22]2[CH2:27][CH2:26][CH2:25][CH2:24][C@H:23]2[O:28][CH3:29])[CH:16]=1, predict the reactants needed to synthesize it. (4) Given the product [Cl:17][C:13]1[C:14]([I:16])=[CH:15][C:10]([NH:9][CH2:5][C:6]([O:8][CH3:24])=[O:7])=[C:11]([O:18][CH3:19])[CH:12]=1, predict the reactants needed to synthesize it. The reactants are: C([CH:5]([NH:9][C:10]1[CH:15]=[C:14]([I:16])[C:13]([Cl:17])=[CH:12][C:11]=1[O:18][CH3:19])[C:6]([OH:8])=[O:7])(C)(C)C.O=S(Cl)Cl.[CH3:24]O. (5) Given the product [Cl:16][C:17]1[N:22]=[C:21]([C:8]2[CH:9]=[CH:10][C:5]([O:4][CH2:3][C:2]([CH3:15])([CH3:14])[CH3:1])=[CH:6][CH:7]=2)[N:20]=[C:19]([O:24][CH3:25])[N:18]=1, predict the reactants needed to synthesize it. The reactants are: [CH3:1][C:2]([CH3:15])([CH3:14])[CH2:3][O:4][C:5]1[CH:10]=[CH:9][C:8](B(O)O)=[CH:7][CH:6]=1.[Cl:16][C:17]1[N:22]=[C:21](Cl)[N:20]=[C:19]([O:24][CH3:25])[N:18]=1.C(=O)([O-])[O-].[Na+].[Na+].O. (6) Given the product [N:1]1[N:12]2[C:4]([N:5]=[C:6]3[C:10](=[C:11]2[C:13]2[CH:18]=[CH:17][C:16]([OH:19])=[C:15]([I:21])[CH:14]=2)[CH2:9][CH2:8][CH2:7]3)=[CH:3][CH:2]=1, predict the reactants needed to synthesize it. The reactants are: [N:1]1[N:12]2[C:4]([N:5]=[C:6]3[C:10](=[C:11]2[C:13]2[CH:18]=[CH:17][C:16]([OH:19])=[CH:15][CH:14]=2)[CH2:9][CH2:8][CH2:7]3)=[CH:3][CH:2]=1.[Na+].[I-:21].[OH-].[Na+].[O-]Cl.[Na+]. (7) Given the product [CH2:54]([C:56]1[S:60][CH:59]=[C:58]([C:61]([N:44]2[CH2:43][C:42]3([CH2:41][CH2:40][N:39]([CH2:38][C:37]4[CH:50]=[CH:51][CH:52]=[C:35]([CH2:34][CH2:33][OH:32])[C:36]=4[F:53])[CH2:49][CH2:48]3)[O:47][CH2:46][CH2:45]2)=[O:62])[CH:57]=1)[CH3:55], predict the reactants needed to synthesize it. The reactants are: CN(C(ON1N=NC2C=CC=NC1=2)=[N+](C)C)C.F[P-](F)(F)(F)(F)F.[Si]([O:32][CH2:33][CH2:34][C:35]1[C:36]([F:53])=[C:37]([CH:50]=[CH:51][CH:52]=1)[CH2:38][N:39]1[CH2:49][CH2:48][C:42]2([O:47][CH2:46][CH2:45][NH:44][CH2:43]2)[CH2:41][CH2:40]1)(C(C)(C)C)(C)C.[CH2:54]([C:56]1[S:60][CH:59]=[C:58]([C:61](O)=[O:62])[CH:57]=1)[CH3:55].C(N(CC)CC)C.